Dataset: Forward reaction prediction with 1.9M reactions from USPTO patents (1976-2016). Task: Predict the product of the given reaction. (1) Given the reactants Br[CH2:2][C:3]1[CH:13]=[CH:12][C:11]([O:14][CH3:15])=[CH:10][C:4]=1[C:5]([O:7]CC)=O.[NH2:16][C:17]1[CH:26]=[CH:25][C:20]2[NH:21][C:22](=[O:24])[NH:23][C:19]=2[CH:18]=1.C(N(CC)C(C)C)(C)C, predict the reaction product. The product is: [CH3:15][O:14][C:11]1[CH:10]=[C:4]2[C:3]([CH2:2][N:16]([C:17]3[CH:26]=[CH:25][C:20]4[NH:21][C:22](=[O:24])[NH:23][C:19]=4[CH:18]=3)[C:5]2=[O:7])=[CH:13][CH:12]=1. (2) Given the reactants [CH3:1][O:2][C:3](=[O:17])/[CH:4]=[C:5](\[NH:7][C:8]1[CH:13]=[CH:12][C:11]([N+:14]([O-:16])=[O:15])=[CH:10][CH:9]=1)/[CH3:6].[C:18](#[N:21])[CH2:19][CH3:20], predict the reaction product. The product is: [CH3:1][O:2][C:3]([C:4]1[C:18]([CH2:19][CH3:20])=[N:21][N:7]([C:8]2[CH:13]=[CH:12][C:11]([N+:14]([O-:16])=[O:15])=[CH:10][CH:9]=2)[C:5]=1[CH3:6])=[O:17]. (3) Given the reactants CC1(C)C(C)(C)OB([C:9]2[CH2:14][CH2:13][N:12]([C:15]([O:17][C:18]([CH3:21])([CH3:20])[CH3:19])=[O:16])[CH2:11][CH:10]=2)O1.Br[C:24]1[CH:29]=[CH:28][CH:27]=[CH:26][N:25]=1.C(=O)([O-])[O-].[Na+].[Na+], predict the reaction product. The product is: [N:25]1[CH:26]=[CH:27][CH:28]=[CH:29][C:24]=1[C:9]1[CH2:14][CH2:13][N:12]([C:15]([O:17][C:18]([CH3:19])([CH3:20])[CH3:21])=[O:16])[CH2:11][CH:10]=1. (4) Given the reactants [CH:1]1([CH2:6][CH:7]([C:17]2[NH:25][C:20]3=[N:21][CH:22]=[CH:23][CH:24]=[C:19]3[CH:18]=2)[C:8]2[CH:9]=[N:10][C:11](OCC)=[CH:12][CH:13]=2)[CH2:5][CH2:4][CH2:3][CH2:2]1, predict the reaction product. The product is: [CH:1]1([CH2:6][CH:7]([C:17]2[NH:25][C:20]3=[N:21][CH:22]=[CH:23][CH:24]=[C:19]3[CH:18]=2)[C:8]2[CH:9]=[N:10][CH:11]=[CH:12][CH:13]=2)[CH2:5][CH2:4][CH2:3][CH2:2]1. (5) Given the reactants N(C(OC(C)C)=O)=NC(OC(C)C)=O.C1(P(C2C=CC=CC=2)C2C=CC=CC=2)C=CC=CC=1.[C:34]([O:38][C:39](=[O:46])[NH:40][C@@H:41]([CH:44]=[CH2:45])[CH2:42]O)([CH3:37])([CH3:36])[CH3:35].[Cl:47][C:48]1[C:49]2[C:56]([I:57])=[CH:55][NH:54][C:50]=2[N:51]=[CH:52][N:53]=1, predict the reaction product. The product is: [C:34]([O:38][C:39](=[O:46])[NH:40][C@@H:41]([CH:44]=[CH2:45])[CH2:42][N:54]1[C:50]2[N:51]=[CH:52][N:53]=[C:48]([Cl:47])[C:49]=2[C:56]([I:57])=[CH:55]1)([CH3:37])([CH3:36])[CH3:35]. (6) The product is: [CH3:1][O:2][C:3]([C:5]1[CH:26]=[CH:25][C:8]2[N:9]=[C:10]([C:12]([C:15]3[CH:20]=[CH:19][C:18]([O:21][CH2:28][C:29](=[O:34])[C:30]([CH3:33])([CH3:32])[CH3:31])=[C:17]([CH3:22])[CH:16]=3)([CH2:13][CH3:14])[CH2:23][CH3:24])[O:11][C:7]=2[CH:6]=1)=[O:4]. Given the reactants [CH3:1][O:2][C:3]([C:5]1[CH:26]=[CH:25][C:8]2[N:9]=[C:10]([C:12]([CH2:23][CH3:24])([C:15]3[CH:20]=[CH:19][C:18]([OH:21])=[C:17]([CH3:22])[CH:16]=3)[CH2:13][CH3:14])[O:11][C:7]=2[CH:6]=1)=[O:4].Br[CH2:28][C:29](=[O:34])[C:30]([CH3:33])([CH3:32])[CH3:31].C([O-])([O-])=O.[K+].[K+], predict the reaction product.